From a dataset of Full USPTO retrosynthesis dataset with 1.9M reactions from patents (1976-2016). Predict the reactants needed to synthesize the given product. (1) Given the product [C:20]([C:8]1[CH:7]=[CH:6][C:5](/[N:4]=[C:3]2/[N:35]([CH3:34])[CH2:31][CH2:30][N:32]([CH3:33])[CH2:2]/2)=[C:10]([CH:9]=1)[C:11]([NH:12][C:13]1[CH:14]=[CH:15][CH:16]=[CH:17][CH:18]=1)=[O:19])#[N:21], predict the reactants needed to synthesize it. The reactants are: Cl[CH2:2][C:3]1[N:12]([C:13]2[CH:18]=[CH:17][CH:16]=[CH:15][CH:14]=2)[C:11](=[O:19])[C:10]2[C:5](=[CH:6][CH:7]=[C:8]([C:20]#[N:21])[CH:9]=2)[N:4]=1.C([O-])([O-])=O.[K+].[K+].CN[CH:30]([NH:32][CH3:33])[CH3:31].[CH3:34][N:35](C=O)C. (2) Given the product [NH:59]1[C:60]2[CH:66]=[CH:65][CH:64]=[CH:63][C:61]=2[N:62]=[C:58]1[NH:57][C:14](=[O:15])[CH:13]([C:5]1[CH:6]=[CH:7][C:8]([S:9]([CH3:12])(=[O:10])=[O:11])=[C:3]([C:1]#[N:2])[CH:4]=1)[CH2:17][CH:18]1[CH2:19][CH2:20][CH2:21][CH2:22]1, predict the reactants needed to synthesize it. The reactants are: [C:1]([C:3]1[CH:4]=[C:5]([CH:13]([CH2:17][CH:18]2[CH2:22][CH2:21][CH2:20][CH2:19]2)[C:14](O)=[O:15])[CH:6]=[CH:7][C:8]=1[S:9]([CH3:12])(=[O:11])=[O:10])#[N:2].C(N(CC)CC)C.F[P-](F)(F)(F)(F)F.N1(O[P+](N(C)C)(N(C)C)N(C)C)C2C=CC=CC=2N=N1.[NH2:57][C:58]1[NH:59][C:60]2[CH:66]=[CH:65][CH:64]=[CH:63][C:61]=2[N:62]=1. (3) Given the product [F:53][C:52]([F:55])([F:54])[C:50]([OH:56])=[O:51].[NH:22]1[CH:23]=[C:19]([CH2:18][CH2:17][C:16]([NH:15][C:11]2[CH:12]=[C:13]3[C:2](=[O:1])[NH:3][N:4]=[CH:5][C:6]4=[C:7]([C:44]5[CH:49]=[CH:48][CH:47]=[CH:46][CH:45]=5)[NH:8][C:9]([CH:10]=2)=[C:14]34)=[O:43])[N:20]=[CH:21]1, predict the reactants needed to synthesize it. The reactants are: [O:1]=[C:2]1[C:13]2[C:14]3[C:6](=[C:7]([C:44]4[CH:49]=[CH:48][CH:47]=[CH:46][CH:45]=4)[NH:8][C:9]=3[CH:10]=[C:11]([NH:15][C:16](=[O:43])[CH2:17][CH2:18][C:19]3[N:20]=[CH:21][N:22](C(C4C=CC=CC=4)(C4C=CC=CC=4)C4C=CC=CC=4)[CH:23]=3)[CH:12]=2)[CH:5]=[N:4][NH:3]1.[C:50]([OH:56])([C:52]([F:55])([F:54])[F:53])=[O:51]. (4) Given the product [CH3:13][C:14]1[N:19]=[C:18]([S:20][CH2:2][C:3]2[CH:12]=[CH:11][C:6]3[N:7]([CH3:10])[N:8]=[N:9][C:5]=3[CH:4]=2)[N:17]=[C:16]([OH:21])[CH:15]=1, predict the reactants needed to synthesize it. The reactants are: Br[CH2:2][C:3]1[CH:12]=[CH:11][C:6]2[N:7]([CH3:10])[N:8]=[N:9][C:5]=2[CH:4]=1.[CH3:13][C:14]1[N:19]=[C:18]([SH:20])[N:17]=[C:16]([OH:21])[CH:15]=1.C(N(CC)CC)C.CCOCC. (5) Given the product [F:25][C:26]([O:33][C:34]([F:41])=[C:35]([C:37]([F:38])([F:40])[F:39])[F:36])=[C:27]([F:32])[C:28]([F:31])([F:30])[F:29].[F:15][C:16]([F:20])=[C:17]([F:19])[F:18].[CH:42]([C:46]([F:49])([F:48])[F:47])=[C:43]([F:45])[F:44], predict the reactants needed to synthesize it. The reactants are: S(OOS([O-])(=O)=O)([O-])(=O)=O.[NH4+].[NH4+].[OH-].[Na+].[F:15][C:16]([F:20])=[C:17]([F:19])[F:18].C(F)(F)=C.[F:25][C:26]([O:33][C:34]([F:41])=[C:35]([C:37]([F:40])([F:39])[F:38])[F:36])=[C:27]([F:32])[C:28]([F:31])([F:30])[F:29].[CH:42]([C:46]([F:49])([F:48])[F:47])=[C:43]([F:45])[F:44]. (6) Given the product [CH3:13][C:11]1[CH:2]=[N:36][S:35][C:10]=1[C:9]1[CH:8]=[CH:7][CH:6]=[CH:5][C:4]=1[OH:3], predict the reactants needed to synthesize it. The reactants are: C[C:2]1[O:3][C:4]2[C:9]([C:10](=O)[CH:11]=1)=[CH:8][CH:7]=[CH:6][CH:5]=2.[CH3:13]OC1C=CC(P2(SP(C3C=CC(OC)=CC=3)(=S)S2)=S)=CC=1.[S:35](C1C=CC=CC=1)(C1C=CC=CC=1)=[NH:36]. (7) The reactants are: [Li+].CC([N-]C(C)C)C.CCCCCCC.C1COCC1.C(C1C=CC=CC=1)C.[Br:29][C:30]1[CH:35]=[CH:34][C:33]([F:36])=[CH:32][CH:31]=1.[F:37][CH2:38][C:39](OCC)=[O:40]. Given the product [Br:29][C:30]1[CH:35]=[CH:34][C:33]([F:36])=[C:32]([C:39](=[O:40])[CH2:38][F:37])[CH:31]=1, predict the reactants needed to synthesize it.